From a dataset of Forward reaction prediction with 1.9M reactions from USPTO patents (1976-2016). Predict the product of the given reaction. (1) Given the reactants [Cl:1][C:2]1[CH:3]=[C:4]([CH2:9][C:10]([O:12][CH3:13])=[O:11])[CH:5]=[CH:6][C:7]=1[Cl:8].[H-].[Na+].[CH2:16]([O:18][C:19]([N:21]1[C:30]2[C:25](=[CH:26][C:27]([C:31]([F:34])([F:33])[F:32])=[CH:28][CH:29]=2)[CH:24](Br)[CH2:23][C@H:22]1[CH2:36][CH3:37])=[O:20])[CH3:17].Cl.[OH-].[Na+], predict the reaction product. The product is: [CH2:16]([O:18][C:19]([N:21]1[C:30]2[C:25](=[CH:26][C:27]([C:31]([F:34])([F:32])[F:33])=[CH:28][CH:29]=2)[CH:24]([CH:9]([C:4]2[CH:5]=[CH:6][C:7]([Cl:8])=[C:2]([Cl:1])[CH:3]=2)[C:10]([O:12][CH3:13])=[O:11])[CH2:23][CH:22]1[CH2:36][CH3:37])=[O:20])[CH3:17]. (2) Given the reactants C1(P(C2C=CC=CC=2)C2C=CC=CC=2)C=CC=CC=1.BrBr.C(N(CC)CC)C.[CH3:29][C:30]1[CH:34]=[CH:33][N:32]([NH:35][C:36](=O)[C@@H:37]([NH:39][C:40](=[O:46])[O:41][C:42]([CH3:45])([CH3:44])[CH3:43])[CH3:38])[C:31]=1[C:48](=[O:56])[NH:49][C:50]1[CH:55]=[CH:54][CH:53]=[CH:52][CH:51]=1.N, predict the reaction product. The product is: [CH3:29][C:30]1[CH:34]=[CH:33][N:32]2[C:31]=1[C:48](=[O:56])[N:49]([C:50]1[CH:55]=[CH:54][CH:53]=[CH:52][CH:51]=1)[C:36]([C@@H:37]([NH:39][C:40](=[O:46])[O:41][C:42]([CH3:45])([CH3:44])[CH3:43])[CH3:38])=[N:35]2. (3) Given the reactants [OH:1][CH2:2][CH:3]1[CH2:8][CH2:7][N:6]([C:9]([O:11][C:12]([CH3:15])([CH3:14])[CH3:13])=[O:10])[CH2:5][CH2:4]1.C1(P(C2C=CC=CC=2)C2C=CC=CC=2)C=CC=CC=1.N(C(OC(C)C)=O)=NC(OC(C)C)=O.[CH2:49]([O:56][C:57]1[CH:81]=[CH:80][C:79](O)=[CH:78][C:58]=1[C:59]([NH:61][C:62]1[CH:71]=[C:70]([C:72]2[CH:77]=[CH:76][CH:75]=[CH:74][CH:73]=2)[CH:69]=[CH:68][C:63]=1[C:64]([O:66][CH3:67])=[O:65])=[O:60])[C:50]1[CH:55]=[CH:54][CH:53]=[CH:52][CH:51]=1, predict the reaction product. The product is: [CH2:49]([O:56][C:57]1[CH:81]=[CH:80][C:79]([O:1][CH2:2][CH:3]2[CH2:8][CH2:7][N:6]([C:9]([O:11][C:12]([CH3:15])([CH3:14])[CH3:13])=[O:10])[CH2:5][CH2:4]2)=[CH:78][C:58]=1[C:59]([NH:61][C:62]1[CH:71]=[C:70]([C:72]2[CH:73]=[CH:74][CH:75]=[CH:76][CH:77]=2)[CH:69]=[CH:68][C:63]=1[C:64]([O:66][CH3:67])=[O:65])=[O:60])[C:50]1[CH:51]=[CH:52][CH:53]=[CH:54][CH:55]=1. (4) Given the reactants [CH3:1][C:2]1[C:6]([CH2:7][S:8][CH2:9][C:10]([OH:12])=O)=[C:5]([CH3:13])[O:4][N:3]=1.Cl.[C:15]1([CH3:28])[CH:20]=[CH:19][CH:18]=[CH:17][C:16]=1[N:21]1[CH2:27][CH2:26][CH2:25][NH:24][CH2:23][CH2:22]1.C(N(CC)CC)C.C(P1(=O)OP(CCC)(=O)OP(CCC)(=O)O1)CC, predict the reaction product. The product is: [CH3:1][C:2]1[C:6]([CH2:7][S:8][CH2:9][C:10]([N:24]2[CH2:25][CH2:26][CH2:27][N:21]([C:16]3[CH:17]=[CH:18][CH:19]=[CH:20][C:15]=3[CH3:28])[CH2:22][CH2:23]2)=[O:12])=[C:5]([CH3:13])[O:4][N:3]=1. (5) Given the reactants [Cl:1][C:2]1[CH:3]=[CH:4][C:5]2[NH:11][C:10](=S)[C@@H:9]([CH2:13][C:14]([O:16][CH2:17][CH3:18])=[O:15])[O:8][C@H:7]([C:19]3[CH:24]=[CH:23][CH:22]=[C:21]([O:25][CH3:26])[C:20]=3[O:27][CH3:28])[C:6]=2[CH:29]=1.O.[NH2:31][NH2:32].[Cl:33][C:34]([F:45])([F:44])[C:35](O[C:35](=O)[C:34]([F:45])([F:44])[Cl:33])=O.ClC(F)(F)C(O)=O, predict the reaction product. The product is: [Cl:1][C:2]1[CH:3]=[CH:4][C:5]2[N:11]3[C:35]([C:34]([Cl:33])([F:45])[F:44])=[N:31][N:32]=[C:10]3[C@@H:9]([CH2:13][C:14]([O:16][CH2:17][CH3:18])=[O:15])[O:8][C@H:7]([C:19]3[CH:24]=[CH:23][CH:22]=[C:21]([O:25][CH3:26])[C:20]=3[O:27][CH3:28])[C:6]=2[CH:29]=1.